From a dataset of Forward reaction prediction with 1.9M reactions from USPTO patents (1976-2016). Predict the product of the given reaction. (1) The product is: [Cl:1][C:2]1[C:9]([N+:10]([O-:12])=[O:11])=[CH:8][CH:7]=[CH:6][C:3]=1[CH:4]=[O:5]. Given the reactants [Cl:1][C:2]1[C:9]([N+:10]([O-:12])=[O:11])=[CH:8][CH:7]=[CH:6][C:3]=1[CH2:4][OH:5], predict the reaction product. (2) Given the reactants [OH:1][CH2:2][CH2:3][C:4]1[CH:18]=[CH:17][C:7]([O:8][CH2:9][C:10]([O:12][C:13]([CH3:16])([CH3:15])[CH3:14])=[O:11])=[CH:6][CH:5]=1.C(N(CC)CC)C.[CH3:26][S:27](Cl)(=[O:29])=[O:28], predict the reaction product. The product is: [CH3:26][S:27]([O:1][CH2:2][CH2:3][C:4]1[CH:5]=[CH:6][C:7]([O:8][CH2:9][C:10]([O:12][C:13]([CH3:15])([CH3:14])[CH3:16])=[O:11])=[CH:17][CH:18]=1)(=[O:29])=[O:28]. (3) The product is: [C:21]([O:25][C:26](=[O:27])[NH:17][C@H:13]1[CH2:14][CH2:15][CH2:16][C@H:11]([NH2:18])[CH2:12]1)([CH3:24])([CH3:23])[CH3:22]. Given the reactants C(C(C(C(O)=O)O)O)(O)=O.[C@H:11]1([NH2:18])[CH2:16][CH2:15][CH2:14][C@H:13]([NH2:17])[CH2:12]1.[OH-].[Na+].[C:21]([O:25][C:26](O[C:26]([O:25][C:21]([CH3:24])([CH3:23])[CH3:22])=[O:27])=[O:27])([CH3:24])([CH3:23])[CH3:22], predict the reaction product. (4) Given the reactants Cl[C:2]1[N:6]2[CH:7]=[CH:8][C:9]([C:11]3C=NC=C[CH:16]=3)=[CH:10][C:5]2=[N:4][C:3]=1[NH:17][C:18]([NH:20][CH2:21][CH3:22])=[O:19].ClCC(NC(NCC)=O)=[O:26].C(N(C(C)C)C(C)C)C, predict the reaction product. The product is: [C:11]([C:9]1[CH:8]=[CH:7][N:6]2[CH:2]=[C:3]([NH:17][C:18]([NH:20][CH2:21][CH3:22])=[O:19])[N:4]=[C:5]2[CH:10]=1)(=[O:26])[CH3:16].